Dataset: NCI-60 drug combinations with 297,098 pairs across 59 cell lines. Task: Regression. Given two drug SMILES strings and cell line genomic features, predict the synergy score measuring deviation from expected non-interaction effect. (1) Drug 1: CC1=C(C(CCC1)(C)C)C=CC(=CC=CC(=CC(=O)O)C)C. Drug 2: CS(=O)(=O)OCCCCOS(=O)(=O)C. Cell line: MOLT-4. Synergy scores: CSS=35.7, Synergy_ZIP=0.777, Synergy_Bliss=1.62, Synergy_Loewe=-5.61, Synergy_HSA=0.607. (2) Drug 1: CC1=C2C(C(=O)C3(C(CC4C(C3C(C(C2(C)C)(CC1OC(=O)C(C(C5=CC=CC=C5)NC(=O)OC(C)(C)C)O)O)OC(=O)C6=CC=CC=C6)(CO4)OC(=O)C)O)C)O. Drug 2: CC1=C(N=C(N=C1N)C(CC(=O)N)NCC(C(=O)N)N)C(=O)NC(C(C2=CN=CN2)OC3C(C(C(C(O3)CO)O)O)OC4C(C(C(C(O4)CO)O)OC(=O)N)O)C(=O)NC(C)C(C(C)C(=O)NC(C(C)O)C(=O)NCCC5=NC(=CS5)C6=NC(=CS6)C(=O)NCCC[S+](C)C)O. Cell line: M14. Synergy scores: CSS=26.9, Synergy_ZIP=0.802, Synergy_Bliss=1.94, Synergy_Loewe=2.78, Synergy_HSA=3.11.